From a dataset of Forward reaction prediction with 1.9M reactions from USPTO patents (1976-2016). Predict the product of the given reaction. (1) Given the reactants Cl.[F:2][C:3]1([F:9])[CH2:8][CH2:7][NH:6][CH2:5][CH2:4]1.C(N(CC)CC)C.[C:17](O[C:17]([O:19][C:20]([CH3:23])([CH3:22])[CH3:21])=[O:18])([O:19][C:20]([CH3:23])([CH3:22])[CH3:21])=[O:18], predict the reaction product. The product is: [F:2][C:3]1([F:9])[CH2:8][CH2:7][N:6]([C:17]([O:19][C:20]([CH3:23])([CH3:22])[CH3:21])=[O:18])[CH2:5][CH2:4]1. (2) Given the reactants [N+:1]([C:4]1[CH:5]=[C:6]([CH:24]=[CH:25][CH:26]=1)[CH:7]=[C:8]1[S:12][C:11](=[O:13])[N:10]([CH2:14][C:15]2[CH:20]=[CH:19][C:18]([Cl:21])=[C:17]([Cl:22])[CH:16]=2)[C:9]1=[O:23])([O-])=O.C(O)C.C(OCC)(=O)C, predict the reaction product. The product is: [NH2:1][C:4]1[CH:5]=[C:6]([CH:24]=[CH:25][CH:26]=1)[CH:7]=[C:8]1[S:12][C:11](=[O:13])[N:10]([CH2:14][C:15]2[CH:20]=[CH:19][C:18]([Cl:21])=[C:17]([Cl:22])[CH:16]=2)[C:9]1=[O:23].